This data is from Catalyst prediction with 721,799 reactions and 888 catalyst types from USPTO. The task is: Predict which catalyst facilitates the given reaction. Reactant: [H-].[H-].[H-].[H-].[Li+].[Al+3].C([O:9][C:10](=O)[C:11]([CH3:39])([CH3:38])[CH2:12][CH2:13][CH2:14][CH2:15][CH2:16][CH:17]([O:31][CH:32]1[CH2:37][CH2:36][CH2:35][CH2:34][O:33]1)[CH2:18][CH2:19][CH2:20][CH2:21][CH2:22][C:23]([CH3:30])([CH3:29])[C:24](OCC)=[O:25])C.O.[OH-].[Na+]. Product: [CH3:38][C:11]([CH3:39])([CH2:12][CH2:13][CH2:14][CH2:15][CH2:16][CH:17]([O:31][CH:32]1[CH2:37][CH2:36][CH2:35][CH2:34][O:33]1)[CH2:18][CH2:19][CH2:20][CH2:21][CH2:22][C:23]([CH3:29])([CH3:30])[CH2:24][OH:25])[CH2:10][OH:9]. The catalyst class is: 237.